This data is from Reaction yield outcomes from USPTO patents with 853,638 reactions. The task is: Predict the reaction yield, written as a fraction of the theoretical maximum amount of product (1.0 means a 100% yield; for example, 0.34 means a 34% yield). The yield is 0.510. The catalyst is CCO. The product is [CH:1]1([CH2:4][C:5]2[C:7]3[C:8](=[O:16])[CH2:9][C:10]([CH3:15])([CH3:14])[CH2:11][C:12]=3[N:26]([C:23]3[CH:24]=[CH:25][C:20]([C:18]#[N:19])=[CH:21][CH:22]=3)[N:27]=2)[CH2:2][CH2:3]1. The reactants are [CH:1]1([CH2:4][C:5]([CH:7]2[C:12](=O)[CH2:11][C:10]([CH3:15])([CH3:14])[CH2:9][C:8]2=[O:16])=O)[CH2:3][CH2:2]1.Cl.[C:18]([C:20]1[CH:25]=[CH:24][C:23]([NH:26][NH2:27])=[CH:22][CH:21]=1)#[N:19].CC(O)=O.